Dataset: TCR-epitope binding with 47,182 pairs between 192 epitopes and 23,139 TCRs. Task: Binary Classification. Given a T-cell receptor sequence (or CDR3 region) and an epitope sequence, predict whether binding occurs between them. (1) The epitope is KTSVDCTMYI. The TCR CDR3 sequence is CASSLAGGVQDTGELFF. Result: 0 (the TCR does not bind to the epitope). (2) Result: 0 (the TCR does not bind to the epitope). The TCR CDR3 sequence is CASSRTLGHNEQFF. The epitope is IPRRNVATL.